This data is from Forward reaction prediction with 1.9M reactions from USPTO patents (1976-2016). The task is: Predict the product of the given reaction. (1) Given the reactants [CH3:1][O:2][C:3]1[CH:8]=[C:7]([O:9][CH3:10])[CH:6]=[CH:5][C:4]=1[C:11](=[O:18])[CH2:12][C:13]([O:15][CH2:16][CH3:17])=[O:14].[F:19][C:20]([F:29])([F:28])[C:21]1[CH:26]=[CH:25][C:24](O)=[CH:23][CH:22]=1, predict the reaction product. The product is: [CH3:1][O:2][C:3]1[CH:8]=[C:7]([O:9][CH3:10])[CH:6]=[CH:5][C:4]=1[C:11]1[O:18][C:24]2[CH:25]=[CH:26][C:21]([C:20]([F:29])([F:28])[F:19])=[CH:22][C:23]=2[C:12]=1[C:13]([O:15][CH2:16][CH3:17])=[O:14]. (2) Given the reactants [NH2:1][C:2]1[N:7]=[CH:6][C:5]([C:8](=[O:10])[CH3:9])=[CH:4][CH:3]=1.[CH3:11][N:12]([CH3:27])[CH2:13][CH2:14][CH2:15][O:16][C:17]1[CH:22]=[CH:21][C:20]([S:23](Cl)(=[O:25])=[O:24])=[CH:19][CH:18]=1.C(OCC)(=O)C.P([O-])([O-])([O-])=O.[K+].[K+].[K+], predict the reaction product. The product is: [C:8]([C:5]1[CH:4]=[CH:3][C:2]([NH:1][S:23]([C:20]2[CH:19]=[CH:18][C:17]([O:16][CH2:15][CH2:14][CH2:13][N:12]([CH3:11])[CH3:27])=[CH:22][CH:21]=2)(=[O:25])=[O:24])=[N:7][CH:6]=1)(=[O:10])[CH3:9]. (3) The product is: [C:29]([O:28][C:26](=[O:27])[NH:25][CH:13]1[CH:14]([NH:17][C:18]([O:20][C:21]([CH3:24])([CH3:23])[CH3:22])=[O:19])[CH2:15][CH2:16][NH:11][CH2:12]1)([CH3:32])([CH3:31])[CH3:30]. Given the reactants C(OC([N:11]1[CH2:16][CH2:15][CH:14]([NH:17][C:18]([O:20][C:21]([CH3:24])([CH3:23])[CH3:22])=[O:19])[CH:13]([NH:25][C:26]([O:28][C:29]([CH3:32])([CH3:31])[CH3:30])=[O:27])[CH2:12]1)=O)C1C=CC=CC=1, predict the reaction product. (4) The product is: [N:42]1([CH2:41][CH2:40][CH2:39][CH:36]2[CH2:37][CH2:38][N:33]([C:31]([C@H:5]3[CH2:10][NH:9][CH2:8][CH2:7][NH:6]3)=[O:32])[CH2:34][CH2:35]2)[CH:46]=[CH:45][N:44]=[CH:43]1. Given the reactants CC([C@:5]1([C:31]([N:33]2[CH2:38][CH2:37][CH:36]([CH2:39][CH2:40][CH2:41][N:42]3[CH:46]=[CH:45][N:44]=[CH:43]3)[CH2:35][CH2:34]2)=[O:32])[CH2:10][N:9](C2C3=NC=C(Br)C=C3CCC3C=C(Cl)C=CC2=3)[CH2:8][CH2:7][N:6]1C([O-])=O)(C)C, predict the reaction product.